Task: Binary Classification. Given a miRNA mature sequence and a target amino acid sequence, predict their likelihood of interaction.. Dataset: Experimentally validated miRNA-target interactions with 360,000+ pairs, plus equal number of negative samples (1) The miRNA is mmu-miR-148a-3p with sequence UCAGUGCACUACAGAACUUUGU. The protein sequence of the target gene is MTAGSPEECGEVRRSPEGRVSRLGRRLGRRRRPRSPPEPLRVRARLRLRSPSGAFAALGALVVLVGMGIAVAGYWPHRAGAPGSRAANASSPQMSELRREGRGGGRAHGPHERLRLLGPVIMGVGLFVFICANTLLYENRDLETRRLRQGVLRAQALRPPDGPGWDCALLPSPGPRSPRAVGCAEPEIWDPSPRRGTSPVPSVRSLRSEPANPRLGLPALLNSYPLKGPGLPPPWGPRTQTGHVIITVQPSGSCIEHSKSLDLGLGELLLGAPAARDCAHRSWPRLDRLSLGGYAKLGGG.... Result: 0 (no interaction). (2) The miRNA is hsa-miR-5707 with sequence ACGUUUGAAUGCUGUACAAGGC. The protein sequence of the target gene is MAAPLRIQSDWAQALRKDEGEAWLSCHPPGKPSLYGSLTCQGIGLDGIPEVTASEGFTVNEINKKSIHISCPKENASSKFLAPYTTFSRIHTKSITCLDISSRGGLGVSSSTDGTMKIWQASNGELRRVLEGHVFDVNCCRFFPSGLVVLSGGMDAQLKIWSAEDASCVVTFKGHKGGILDTAIVDRGRNVVSASRDGTARLWDCGRSACLGVLADCGSSINGVAVGAADNSINLGSPEQMPSEREVGTEAKMLLLAREDKKLQCLGLQSRQLVFLFIGSDAFNCCTFLSGFLLLAGTQD.... Result: 0 (no interaction). (3) The miRNA is mmu-miR-703 with sequence AAAACCUUCAGAAGGAAAGAA. The protein sequence of the target gene is MDNMSITNTPTSNDACLSIVHSLMCHRQGGESETFAKRAIESLVKKLKEKKDELDSLITAITTNGAHPSKCVTIQRTLDGRLQVAGRKGFPHVIYARLWRWPDLHKNELKHVKYCQYAFDLKCDSVCVNPYHYERVVSPGIDLSGLTLQSNAPPSMLVKDEYVHDFEGQPSLPTEGHSIQTIQHPPSNRASTETYSAPALLAPSESNATSTTNFPNIPVASTSQPASILAGSHSEGLLQIASGPQPGQQQNGFTAQPATYHHNSTTTWTGSRTAPYTPNLPHHQNGHLQHHPPMPPHPGH.... Result: 0 (no interaction).